From a dataset of Reaction yield outcomes from USPTO patents with 853,638 reactions. Predict the reaction yield, written as a fraction of the theoretical maximum amount of product (1.0 means a 100% yield; for example, 0.34 means a 34% yield). (1) The reactants are [CH3:1][O:2][CH2:3][C:4]1[CH:9]=[C:8]([C:10]([OH:12])=O)[CH:7]=[CH:6][C:5]=1[C:13]1[CH:18]=[CH:17][CH:16]=[CH:15][C:14]=1[CH3:19].C(Cl)(=O)C(Cl)=O.CN(C=O)C.[NH2:31][C:32](=[N:44]O)[C:33]1[CH:42]=[CH:41][C:36]([C:37]([O:39][CH3:40])=[O:38])=[C:35]([F:43])[CH:34]=1. The catalyst is C1(C)C=CC=CC=1. The product is [F:43][C:35]1[CH:34]=[C:33]([C:32]2[N:31]=[C:10]([C:8]3[CH:7]=[CH:6][C:5]([C:13]4[CH:18]=[CH:17][CH:16]=[CH:15][C:14]=4[CH3:19])=[C:4]([CH2:3][O:2][CH3:1])[CH:9]=3)[O:12][N:44]=2)[CH:42]=[CH:41][C:36]=1[C:37]([O:39][CH3:40])=[O:38]. The yield is 0.820. (2) The reactants are [Cl:1][C:2]1[C:3]([F:28])=[C:4]([C@H:22]2[CH2:26][C:25](=[O:27])[NH:24][CH2:23]2)[C:5]([O:19][CH2:20][CH3:21])=[C:6](/[C:8](=[N:10]/[NH:11][C:12]([O:14][C:15]([CH3:18])([CH3:17])[CH3:16])=[O:13])/[CH3:9])[CH:7]=1. The catalyst is CO.[B-](F)(F)(F)F.C1CC=CCCC=C1.C1CC=CCCC=C1.[Rh]. The product is [Cl:1][C:2]1[C:3]([F:28])=[C:4]([C@H:22]2[CH2:26][C:25](=[O:27])[NH:24][CH2:23]2)[C:5]([O:19][CH2:20][CH3:21])=[C:6]([C@@H:8]([NH:10][NH:11][C:12]([O:14][C:15]([CH3:18])([CH3:16])[CH3:17])=[O:13])[CH3:9])[CH:7]=1. The yield is 0.850. (3) The reactants are [NH2:1][C:2]1[S:3][C:4]([C:7]#[N:8])=[CH:5][N:6]=1.[C:9](OC(=O)C)(=[O:11])[CH3:10]. The catalyst is C(O)(=O)C. The product is [C:9]([NH:1][C:2]1[S:3][C:4]([C:7]#[N:8])=[CH:5][N:6]=1)(=[O:11])[CH3:10]. The yield is 0.800. (4) No catalyst specified. The reactants are [CH3:1][O:2][C:3]1[CH:8]=[CH:7][C:6]([C:9]2C(=O)[C:12](=[O:15])[C:11]3([CH2:20][CH2:19][CH2:18][CH2:17][CH2:16]3)[N:10]=2)=[CH:5][CH:4]=1.[NH2:21][C@H:22]([CH2:26][OH:27])[CH:23]([CH3:25])[CH3:24].C(OCC)(=[O:30])C. The yield is 0.667. The product is [CH3:1][O:2][C:3]1[CH:4]=[CH:5][C:6]([C:9]([NH:10][C:11]2([C:12]([NH:21][C@H:22]([CH2:26][OH:27])[CH:23]([CH3:25])[CH3:24])=[O:15])[CH2:16][CH2:17][CH2:18][CH2:19][CH2:20]2)=[O:30])=[CH:7][CH:8]=1. (5) The reactants are [NH2:1][C@@H:2]([C@H:7]([OH:9])[CH3:8])[C:3]([O:5][CH3:6])=[O:4].C([O-])(O)=O.[Na+].[CH:15]1[CH:20]=[CH:19][C:18]([CH2:21][O:22][C:23](Cl)=[O:24])=[CH:17][CH:16]=1. The catalyst is O.O1CCOCC1.CCOC(C)=O. The product is [CH2:21]([O:22][C:23]([NH:1][C@@H:2]([C@H:7]([OH:9])[CH3:8])[C:3]([O:5][CH3:6])=[O:4])=[O:24])[C:18]1[CH:19]=[CH:20][CH:15]=[CH:16][CH:17]=1. The yield is 0.740. (6) The reactants are CS(O)(=O)=O.N[C:7]1[N:12]=[C:11]([C:13]2[N:14]=[C:15]([C:26]([CH3:32])([CH3:31])[C:27]([O:29][CH3:30])=[O:28])[NH:16][C:17]=2[C:18]2[CH:23]=[CH:22][C:21]([F:24])=[CH:20][C:19]=2[F:25])[CH:10]=[CH:9][C:8]=1[N+:33]([O-:35])=[O:34].S(=O)(=O)(O)[OH:37].N([O-])=O.[Na+].P([O-])(O)(O)=O.[Na+]. The catalyst is O.C1COCC1.CS(C)=O. The product is [F:25][C:19]1[CH:20]=[C:21]([F:24])[CH:22]=[CH:23][C:18]=1[C:17]1[NH:16][C:15]([C:26]([CH3:31])([CH3:32])[C:27]([O:29][CH3:30])=[O:28])=[N:14][C:13]=1[C:11]1[CH:10]=[CH:9][C:8]([N+:33]([O-:35])=[O:34])=[C:7]([OH:37])[N:12]=1. The yield is 0.930. (7) The reactants are [CH3:1][O:2][C:3]1[C:14]([N+:15]([O-:17])=[O:16])=[CH:13][C:6]2[NH:7]C(=O)[O:9][C:10](=O)[C:5]=2[CH:4]=1.C([O-])(=O)C.[NH4+:22].C(=O)(O)[O-].[Na+]. The catalyst is C(O)(=O)C. The product is [NH2:7][C:6]1[CH:13]=[C:14]([N+:15]([O-:17])=[O:16])[C:3]([O:2][CH3:1])=[CH:4][C:5]=1[C:10]([NH2:22])=[O:9]. The yield is 0.680. (8) The reactants are [C:1]([C:5]1[NH:6][C:7]2[C:12]([CH:13]=1)=[CH:11][C:10]([N+:14]([O-])=O)=[CH:9][C:8]=2[C:17]#[N:18])([CH3:4])([CH3:3])[CH3:2].[BH4-].[Na+]. The catalyst is CO. The product is [NH2:14][C:10]1[CH:11]=[C:12]2[C:7](=[C:8]([C:17]#[N:18])[CH:9]=1)[NH:6][C:5]([C:1]([CH3:4])([CH3:3])[CH3:2])=[CH:13]2. The yield is 0.320.